From a dataset of Full USPTO retrosynthesis dataset with 1.9M reactions from patents (1976-2016). Predict the reactants needed to synthesize the given product. (1) Given the product [CH3:8][S:9]([O:18][C:19]1[CH:29]=[CH:28][CH:27]=[C:21]2[C:22]([O:24][C:25](=[O:26])[C:20]=12)=[O:23])(=[O:11])=[O:10], predict the reactants needed to synthesize it. The reactants are: C(N(CC)CC)C.[CH3:8][S:9](Cl)(=[O:11])=[O:10].C1COCC1.[OH:18][C:19]1[CH:29]=[CH:28][CH:27]=[C:21]2[C:22]([O:24][C:25](=[O:26])[C:20]=12)=[O:23]. (2) Given the product [CH2:1]([O:8][C:9]1[CH:10]=[C:11]([CH2:19][CH2:20][C:21]([O:23][CH2:24][CH3:25])=[O:22])[CH:12]=[CH:13][C:14]=1[O:15][CH2:16][O:17][CH3:18])[C:2]1[CH:3]=[CH:4][CH:5]=[CH:6][CH:7]=1, predict the reactants needed to synthesize it. The reactants are: [CH2:1]([O:8][C:9]1[CH:10]=[C:11](/[CH:19]=[CH:20]/[C:21]([O:23][CH2:24][CH3:25])=[O:22])[CH:12]=[CH:13][C:14]=1[O:15][CH2:16][O:17][CH3:18])[C:2]1[CH:7]=[CH:6][CH:5]=[CH:4][CH:3]=1.C(O)C.C(=O)([O-])[O-].[K+].[K+].C(Br)C1C=CC=CC=1. (3) Given the product [CH3:21][C:17]1([CH3:20])[CH2:16][O:15][B:14]([C:23]2[CH:24]=[C:25]([C:31]3[C:35]([CH3:36])=[C:34]([C:37]([O:39][CH3:40])=[O:38])[N:33]([CH3:41])[N:32]=3)[CH:26]=[CH:27][C:28]=2[O:29][CH3:30])[O:19][CH2:18]1, predict the reactants needed to synthesize it. The reactants are: C([O-])(=O)C.[K+].[B:14]1([B:14]2[O:19][CH2:18][C:17]([CH3:21])([CH3:20])[CH2:16][O:15]2)[O:19][CH2:18][C:17]([CH3:21])([CH3:20])[CH2:16][O:15]1.I[C:23]1[CH:24]=[C:25]([C:31]2[C:35]([CH3:36])=[C:34]([C:37]([O:39][CH3:40])=[O:38])[N:33]([CH3:41])[N:32]=2)[CH:26]=[CH:27][C:28]=1[O:29][CH3:30]. (4) Given the product [CH3:45][O:44][C:30]1[CH:29]=[C:28]([NH:27][C:25]2[N:24]=[CH:23][N:22]=[C:21]([C:18]3[CH:19]=[CH:20][C:15]([O:14][CH:11]4[CH2:12][CH2:13][NH:8][CH2:9][CH2:10]4)=[C:16]([CH:17]=3)[C:46]#[N:47])[N:26]=2)[CH:33]=[CH:32][C:31]=1[N:34]1[CH2:35][CH2:36][N:37]([CH:40]2[CH2:43][O:42][CH2:41]2)[CH2:38][CH2:39]1, predict the reactants needed to synthesize it. The reactants are: C(OC([N:8]1[CH2:13][CH2:12][CH:11]([O:14][C:15]2[CH:20]=[CH:19][C:18]([C:21]3[N:26]=[C:25]([NH:27][C:28]4[CH:33]=[CH:32][C:31]([N:34]5[CH2:39][CH2:38][N:37]([CH:40]6[CH2:43][O:42][CH2:41]6)[CH2:36][CH2:35]5)=[C:30]([O:44][CH3:45])[CH:29]=4)[N:24]=[CH:23][N:22]=3)=[CH:17][C:16]=2[C:46]#[N:47])[CH2:10][CH2:9]1)=O)(C)(C)C.[CH3:45][O:44][C:30]1[CH:29]=[C:28]([NH:27][C:25]2[N:24]=[CH:23][N:22]=[C:21]([C:18]3[CH:19]=[CH:20][C:15]([O:14][CH:11]4[CH2:12][CH2:13][NH:8][CH2:9][CH2:10]4)=[C:16]([CH:17]=3)[C:46]#[N:47])[N:26]=2)[CH:33]=[CH:32][C:31]=1[N:34]1[CH2:35][CH2:36][N:37]([CH:40]2[CH2:43][O:42][CH2:41]2)[CH2:38][CH2:39]1.FC(F)(F)C(O)=O.